The task is: Predict the reaction yield, written as a fraction of the theoretical maximum amount of product (1.0 means a 100% yield; for example, 0.34 means a 34% yield).. This data is from Reaction yield outcomes from USPTO patents with 853,638 reactions. (1) The yield is 0.870. The reactants are [CH2:1]([C@@H:3]1[CH2:24][O:23][C:6]2=[C:7]3[C:12](=[CH:13][CH:14]=[C:5]2[NH:4]1)[N:11]=[C:10]([O:15][CH:16]([CH3:18])[CH3:17])[CH:9]=[C:8]3[C:19]([F:22])([F:21])[F:20])[CH3:2].C([O-])([O-])=O.[K+].[K+]. The catalyst is CN(C=O)C. The product is [CH2:1]([C@@H:3]1[CH2:24][O:23][C:6]2=[C:7]3[C:12](=[CH:13][CH:14]=[C:5]2[N:4]1[CH2:8][C:7]([CH3:12])=[CH2:6])[N:11]=[C:10]([O:15][CH:16]([CH3:18])[CH3:17])[CH:9]=[C:8]3[C:19]([F:21])([F:22])[F:20])[CH3:2]. (2) The reactants are [ClH:1].Cl.C([C:6]1[CH:7]=[C:8](/[CH:12]=[CH:13]/[CH2:14][N:15]([C:20]2[CH:25]=[CH:24][C:23]([O:26][CH:27]3[CH2:32][CH2:31][N:30]([C:33]4[CH2:37][CH2:36][CH2:35][N:34]=4)[CH2:29][CH2:28]3)=[C:22]([C:38](=[O:40])[NH2:39])[CH:21]=2)[S:16]([CH3:19])(=[O:18])=[O:17])[CH:9]=[CH:10][CH:11]=1)(=N)N.[C:41](=[O:55])([O:45][C:46]1[CH:51]=CC([N+]([O-])=O)=CC=1)OCC.C([N:58]([CH2:61]C)CC)C.Cl.C[N:65](C)C=O. The catalyst is ClCCl.O1CCOCC1.O. The product is [ClH:1].[ClH:1].[C:38]([C:22]1[CH:21]=[C:20]([N:15]([CH2:14]/[CH:13]=[CH:12]/[C:8]2[CH:9]=[CH:10][CH:11]=[C:6]([NH:65][C:41]([O:45][CH2:46][CH3:51])=[O:55])[C:7]=2[CH:61]=[NH:58])[S:16]([CH3:19])(=[O:18])=[O:17])[CH:25]=[CH:24][C:23]=1[O:26][CH:27]1[CH2:32][CH2:31][N:30]([C:33]2[CH2:37][CH2:36][CH2:35][N:34]=2)[CH2:29][CH2:28]1)(=[O:40])[NH2:39]. The yield is 0.840.